This data is from Merck oncology drug combination screen with 23,052 pairs across 39 cell lines. The task is: Regression. Given two drug SMILES strings and cell line genomic features, predict the synergy score measuring deviation from expected non-interaction effect. (1) Drug 1: CN1C(=O)C=CC2(C)C3CCC4(C)C(NC(=O)OCC(F)(F)F)CCC4C3CCC12. Drug 2: O=S1(=O)NC2(CN1CC(F)(F)F)C1CCC2Cc2cc(C=CCN3CCC(C(F)(F)F)CC3)ccc2C1. Cell line: NCIH520. Synergy scores: synergy=2.01. (2) Drug 1: O=P1(N(CCCl)CCCl)NCCCO1. Drug 2: CC(C)CC(NC(=O)C(Cc1ccccc1)NC(=O)c1cnccn1)B(O)O. Cell line: VCAP. Synergy scores: synergy=-1.05. (3) Drug 1: CCC1(O)C(=O)OCc2c1cc1n(c2=O)Cc2cc3c(CN(C)C)c(O)ccc3nc2-1. Drug 2: CCc1cnn2c(NCc3ccc[n+]([O-])c3)cc(N3CCCCC3CCO)nc12. Cell line: DLD1. Synergy scores: synergy=3.22. (4) Drug 1: CN1C(=O)C=CC2(C)C3CCC4(C)C(NC(=O)OCC(F)(F)F)CCC4C3CCC12. Drug 2: COC1=C2CC(C)CC(OC)C(O)C(C)C=C(C)C(OC(N)=O)C(OC)C=CC=C(C)C(=O)NC(=CC1=O)C2=O. Cell line: OV90. Synergy scores: synergy=-7.52.